Task: Regression. Given two drug SMILES strings and cell line genomic features, predict the synergy score measuring deviation from expected non-interaction effect.. Dataset: NCI-60 drug combinations with 297,098 pairs across 59 cell lines (1) Drug 1: C1=CC(=CC=C1CC(C(=O)O)N)N(CCCl)CCCl.Cl. Drug 2: CC(C)CN1C=NC2=C1C3=CC=CC=C3N=C2N. Cell line: NCI-H522. Synergy scores: CSS=5.64, Synergy_ZIP=-3.03, Synergy_Bliss=-2.03, Synergy_Loewe=-5.33, Synergy_HSA=-3.46. (2) Drug 1: C#CCC(CC1=CN=C2C(=N1)C(=NC(=N2)N)N)C3=CC=C(C=C3)C(=O)NC(CCC(=O)O)C(=O)O. Drug 2: CCC1(C2=C(COC1=O)C(=O)N3CC4=CC5=C(C=CC(=C5CN(C)C)O)N=C4C3=C2)O.Cl. Cell line: RPMI-8226. Synergy scores: CSS=18.4, Synergy_ZIP=-1.06, Synergy_Bliss=4.80, Synergy_Loewe=5.33, Synergy_HSA=-0.460. (3) Drug 1: CC12CCC(CC1=CCC3C2CCC4(C3CC=C4C5=CN=CC=C5)C)O. Drug 2: CN1C2=C(C=C(C=C2)N(CCCl)CCCl)N=C1CCCC(=O)O.Cl. Cell line: SK-OV-3. Synergy scores: CSS=0.355, Synergy_ZIP=-0.0680, Synergy_Bliss=-0.394, Synergy_Loewe=-1.00, Synergy_HSA=-1.07. (4) Drug 1: CC1C(C(CC(O1)OC2CC(CC3=C2C(=C4C(=C3O)C(=O)C5=C(C4=O)C(=CC=C5)OC)O)(C(=O)C)O)N)O.Cl. Drug 2: C#CCC(CC1=CN=C2C(=N1)C(=NC(=N2)N)N)C3=CC=C(C=C3)C(=O)NC(CCC(=O)O)C(=O)O. Cell line: EKVX. Synergy scores: CSS=7.55, Synergy_ZIP=-2.99, Synergy_Bliss=-2.83, Synergy_Loewe=-5.33, Synergy_HSA=-1.78. (5) Drug 1: COC1=C(C=C2C(=C1)N=CN=C2NC3=CC(=C(C=C3)F)Cl)OCCCN4CCOCC4. Drug 2: CCN(CC)CCCC(C)NC1=C2C=C(C=CC2=NC3=C1C=CC(=C3)Cl)OC. Cell line: SK-OV-3. Synergy scores: CSS=45.9, Synergy_ZIP=0.663, Synergy_Bliss=3.97, Synergy_Loewe=4.28, Synergy_HSA=6.59.